Dataset: Experimentally validated miRNA-target interactions with 360,000+ pairs, plus equal number of negative samples. Task: Binary Classification. Given a miRNA mature sequence and a target amino acid sequence, predict their likelihood of interaction. The miRNA is hsa-miR-548aq-5p with sequence GAAAGUAAUUGCUGUUUUUGCC. The protein sequence of the target gene is MVELMFPLLLLLLPFLLYMAAPQIRKMLSSGVCTSTVQLPGKVVVVTGANTGIGKETAKELAQRGARVYLACRDVEKGELVAKEIQTTTGNQQVLVRKLDLSDTKSIRAFAKGFLAEEKHLHVLINNAGVMMCPYSKTADGFEMHIGVNHLGHFLLTHLLLEKLKESAPSRIVNVSSLAHHLGRIHFHNLQGEKFYNAGLAYCHSKLANILFTQELARRLKGSGVTTYSVHPGTVQSELVRHSSFMRWMWWLFSFFIKTPQQGAQTSLHCALTEGLEILSGNHFSDCHVAWVSAQARNET.... Result: 1 (interaction).